This data is from Forward reaction prediction with 1.9M reactions from USPTO patents (1976-2016). The task is: Predict the product of the given reaction. (1) Given the reactants C([O:3][C:4](=[O:35])[CH2:5][C:6]1[CH:11]=[CH:10][C:9]([O:12][CH3:13])=[C:8]([C:14]2[C:19]([CH2:20][N:21]([CH2:32][CH3:33])[C:22]([NH:24][CH2:25][C:26]3[CH:31]=[CH:30][CH:29]=[CH:28][CH:27]=3)=[O:23])=[CH:18][C:17]([CH3:34])=[CH:16][N:15]=2)[CH:7]=1)C.[Li+].[OH-], predict the reaction product. The product is: [CH2:25]([NH:24][C:22](=[O:23])[N:21]([CH2:20][C:19]1[C:14]([C:8]2[CH:7]=[C:6]([CH2:5][C:4]([OH:35])=[O:3])[CH:11]=[CH:10][C:9]=2[O:12][CH3:13])=[N:15][CH:16]=[C:17]([CH3:34])[CH:18]=1)[CH2:32][CH3:33])[C:26]1[CH:27]=[CH:28][CH:29]=[CH:30][CH:31]=1. (2) Given the reactants [O:1]1[C:5]2[CH:6]=[CH:7][CH:8]=[CH:9][C:4]=2[CH:3]=[C:2]1[C:10]([CH:12]1[CH2:17][CH2:16][CH2:15][CH2:14][N:13]1C(OC(C)(C)C)=O)=[O:11], predict the reaction product. The product is: [O:1]1[C:5]2[CH:6]=[CH:7][CH:8]=[CH:9][C:4]=2[CH:3]=[C:2]1[C:10]([CH:12]1[CH2:17][CH2:16][CH2:15][CH2:14][NH:13]1)=[O:11].